From a dataset of Full USPTO retrosynthesis dataset with 1.9M reactions from patents (1976-2016). Predict the reactants needed to synthesize the given product. (1) Given the product [C:8]([O:1][CH2:2][CH2:3][O:4][CH2:5][CH2:6][OH:7])([C:9]1[CH:14]=[CH:13][CH:12]=[CH:11][CH:10]=1)([C:21]1[CH:22]=[CH:23][CH:24]=[CH:25][CH:26]=1)[C:15]1[CH:16]=[CH:17][CH:18]=[CH:19][CH:20]=1, predict the reactants needed to synthesize it. The reactants are: [OH:1][CH2:2][CH2:3][O:4][CH2:5][CH2:6][OH:7].[C:8](Cl)([C:21]1[CH:26]=[CH:25][CH:24]=[CH:23][CH:22]=1)([C:15]1[CH:20]=[CH:19][CH:18]=[CH:17][CH:16]=1)[C:9]1[CH:14]=[CH:13][CH:12]=[CH:11][CH:10]=1. (2) Given the product [Br:1][C:2]1[CH:7]=[CH:6][C:5]([N:8]2[C:12](=[O:13])[N:11]([CH3:25])[N:10]=[C:9]2[CH2:14][C@@H:15]2[CH2:19][CH2:18][N:17]([C:20](=[O:23])[CH2:21][CH3:22])[CH2:16]2)=[C:4]([F:24])[CH:3]=1, predict the reactants needed to synthesize it. The reactants are: [Br:1][C:2]1[CH:7]=[CH:6][C:5]([N:8]2[C:12](=[O:13])[NH:11][N:10]=[C:9]2[CH2:14][C@@H:15]2[CH2:19][CH2:18][N:17]([C:20](=[O:23])[CH2:21][CH3:22])[CH2:16]2)=[C:4]([F:24])[CH:3]=1.[CH3:25]N(C)C=O.IC.[H-].[Na+]. (3) Given the product [F:18][C:17]([F:20])([F:19])[CH2:16][N:15]1[C@@H:13]2[CH:12]=[CH:11][C@H:10]1[CH2:9][C:8]([C:4]1[CH:5]=[N:6][CH:7]=[C:2]([C:32]#[C:31][Si:33]([CH3:36])([CH3:35])[CH3:34])[CH:3]=1)([C:21](=[S:23])[NH2:22])[CH2:14]2, predict the reactants needed to synthesize it. The reactants are: I[C:2]1[CH:3]=[C:4]([C:8]2([C:21](=[S:23])[NH2:22])[CH2:14][C@@H:13]3[N:15]([CH2:16][C:17]([F:20])([F:19])[F:18])[C@@H:10]([CH:11]=[CH:12]3)[CH2:9]2)[CH:5]=[N:6][CH:7]=1.C(N(CC)CC)C.[C:31]([Si:33]([CH3:36])([CH3:35])[CH3:34])#[CH:32]. (4) Given the product [CH3:8][C:9]1[CH:14]=[CH:13][C:12]([C:15]2([C:16](=[O:18])[CH3:17])[CH2:4][CH2:19]2)=[CH:11][CH:10]=1, predict the reactants needed to synthesize it. The reactants are: [H-].[Na+].[I-].[CH3:4][S+](C)C.[CH3:8][C:9]1[CH:14]=[CH:13][C:12]([C:15](=[CH2:19])[C:16](=[O:18])[CH3:17])=[CH:11][CH:10]=1. (5) Given the product [C:20]([C:4]1[CH:3]=[C:2]([N:25]2[CH2:24][CH2:23][N:22]([C:28]([O:30][C:31]([CH3:34])([CH3:33])[CH3:32])=[O:29])[CH2:27][CH2:26]2)[N:7]=[N:6][C:5]=1[N:8]1[C:16]2[C:11](=[CH:12][C:13]([N+:17]([O-:19])=[O:18])=[CH:14][CH:15]=2)[CH:10]=[CH:9]1)#[N:21], predict the reactants needed to synthesize it. The reactants are: Cl[C:2]1[N:7]=[N:6][C:5]([N:8]2[C:16]3[C:11](=[CH:12][C:13]([N+:17]([O-:19])=[O:18])=[CH:14][CH:15]=3)[CH:10]=[CH:9]2)=[C:4]([C:20]#[N:21])[CH:3]=1.[N:22]1([C:28]([O:30][C:31]([CH3:34])([CH3:33])[CH3:32])=[O:29])[CH2:27][CH2:26][NH:25][CH2:24][CH2:23]1. (6) Given the product [N:36]([C@H:15]1[C:10]2[CH:11]=[C:12]3[C:7](=[CH:8][C:9]=2[CH2:18][CH2:17][CH2:16]1)[CH2:6][N:5]([C:3](=[O:4])[C:2]([F:21])([F:20])[F:1])[CH2:14][CH2:13]3)=[N+:37]=[N-:38], predict the reactants needed to synthesize it. The reactants are: [F:1][C:2]([F:21])([F:20])[C:3]([N:5]1[CH2:14][CH2:13][C:12]2[C:7](=[CH:8][C:9]3[CH2:18][CH2:17][CH2:16][C@H:15](O)[C:10]=3[CH:11]=2)[CH2:6]1)=[O:4].C1C=CC(P([N:36]=[N+:37]=[N-:38])(C2C=CC=CC=2)=O)=CC=1.C1CCN2C(=NCCC2)CC1.Cl. (7) Given the product [F:1][C:2]1[CH:7]=[CH:6][C:5]([C:8]([CH3:20])([CH3:19])[CH2:9][C@:10]([OH:14])([C:15]([F:17])([F:18])[F:16])[CH2:11][C:12]#[CH:13])=[C:4]([CH:3]=1)[CH:21]=[O:22], predict the reactants needed to synthesize it. The reactants are: [F:1][C:2]1[CH:7]=[CH:6][C:5]([C:8]([CH3:20])([CH3:19])[CH2:9][C@@:10]([C:15]([F:18])([F:17])[F:16])([OH:14])[CH2:11][C:12]#[CH:13])=[C:4]([CH2:21][OH:22])[CH:3]=1.CS(C)=O.C(N(CC)CC)C. (8) The reactants are: [C:1]([O:5][C:6]([N:8]1[CH2:13][CH:12]=[C:11]([O:14][Si](C)(C)C)[CH2:10][CH2:9]1)=[O:7])([CH3:4])([CH3:3])[CH3:2].[F:19][B-](F)(F)F.F[B-](F)(F)F.ClC[N+]12CC[N+](F)(CC1)CC2. Given the product [F:19][CH:10]1[C:11](=[O:14])[CH2:12][CH2:13][N:8]([C:6]([O:5][C:1]([CH3:4])([CH3:3])[CH3:2])=[O:7])[CH2:9]1, predict the reactants needed to synthesize it. (9) The reactants are: [S:1](=[O:32])(=[O:31])([O:3][CH2:4][C@@H:5]1[CH2:9][C@@H:8]([O:10][C:11]2[CH:16]=[C:15]([NH:17][C@@H:18]3[C:26]4[C:21](=[CH:22][C:23]([Cl:27])=[CH:24][CH:25]=4)[CH2:20][C@@H:19]3[O:28][CH3:29])[N:14]=[CH:13][N:12]=2)[CH2:7][C@@H:6]1[OH:30])[NH2:2].C(#N)C.Cl. Given the product [ClH:27].[S:1](=[O:31])(=[O:32])([O:3][CH2:4][C@@H:5]1[CH2:9][C@@H:8]([O:10][C:11]2[CH:16]=[C:15]([NH:17][C@@H:18]3[C:26]4[C:21](=[CH:22][C:23]([Cl:27])=[CH:24][CH:25]=4)[CH2:20][C@@H:19]3[O:28][CH3:29])[N:14]=[CH:13][N:12]=2)[CH2:7][C@@H:6]1[OH:30])[NH2:2], predict the reactants needed to synthesize it. (10) Given the product [C:1]1([S:7]([N:10]2[C:18]3[C:13](=[CH:14][C:15]([C:30](=[O:33])[CH3:31])=[CH:16][C:17]=3[F:19])[CH:12]=[C:11]2[CH3:21])(=[O:9])=[O:8])[CH:6]=[CH:5][CH:4]=[CH:3][CH:2]=1, predict the reactants needed to synthesize it. The reactants are: [C:1]1([S:7]([N:10]2[C:18]3[C:13](=[CH:14][C:15](Br)=[CH:16][C:17]=3[F:19])[CH:12]=[C:11]2[CH3:21])(=[O:9])=[O:8])[CH:6]=[CH:5][CH:4]=[CH:3][CH:2]=1.[Li]C(C)(C)C.CON[C:30](=[O:33])[CH2:31]C.